This data is from Reaction yield outcomes from USPTO patents with 853,638 reactions. The task is: Predict the reaction yield, written as a fraction of the theoretical maximum amount of product (1.0 means a 100% yield; for example, 0.34 means a 34% yield). (1) The reactants are [C:1]([C:3]1[CH:31]=[CH:30][CH:29]=[CH:28][C:4]=1[CH2:5][N:6]1[C:14]2[C:9](=[N:10][CH:11]=[CH:12][C:13]=2[N:15]2[CH2:20][CH2:19][CH2:18][C@@H:17]([N:21](C)[C:22](=O)O)[CH2:16]2)[N:8]([CH3:26])[C:7]1=[O:27])#[N:2].[F:32][C:33]([F:38])([F:37])[C:34]([OH:36])=[O:35]. No catalyst specified. The product is [F:32][C:33]([F:38])([F:37])[C:34]([OH:36])=[O:35].[CH3:26][N:8]1[C:9]2=[N:10][CH:11]=[CH:12][C:13]([N:15]3[CH2:20][CH2:19][CH2:18][C@@H:17]([NH:21][CH3:22])[CH2:16]3)=[C:14]2[N:6]([CH2:5][C:4]2[CH:28]=[CH:29][CH:30]=[CH:31][C:3]=2[C:1]#[N:2])[C:7]1=[O:27]. The yield is 0.313. (2) The reactants are [CH3:1][C:2]1[CH:7]=[CH:6][N:5]=[CH:4][C:3]=1[N:8]1[CH2:12][CH2:11][NH:10][C:9]1=[O:13].Br[C:15]1[CH:16]=[CH:17][C:18]2[O:22][CH2:21][CH2:20][C:19]=2[CH:23]=1.N[C@@H]1CCCC[C@H]1N.P([O-])([O-])([O-])=O.[K+].[K+].[K+]. The catalyst is [Cu](I)I.O1CCOCC1. The product is [O:22]1[C:18]2[CH:17]=[CH:16][C:15]([N:10]3[CH2:11][CH2:12][N:8]([C:3]4[CH:4]=[N:5][CH:6]=[CH:7][C:2]=4[CH3:1])[C:9]3=[O:13])=[CH:23][C:19]=2[CH2:20][CH2:21]1. The yield is 0.809. (3) The reactants are Cl[C:2]1[N:7]=[C:6]([NH:8][C:9]2[CH:14]=[CH:13][C:12]3[O:15][CH2:16][CH2:17][O:18][C:11]=3[CH:10]=2)[C:5]([F:19])=[CH:4][N:3]=1.C(N(CC)C(C)C)(C)C.[CH2:29]([O:35][C:36]1[CH:42]=[CH:41][C:39]([NH2:40])=[CH:38][CH:37]=1)[CH2:30][CH2:31][CH2:32][CH2:33][CH3:34]. The catalyst is C(O)CO. The product is [CH2:17]1[CH2:16][O:15][C:12]2[CH:13]=[CH:14][C:9]([NH:8][C:6]3[C:5]([F:19])=[CH:4][N:3]=[C:2]([NH:40][C:39]4[CH:38]=[CH:37][C:36]([O:35][CH2:29][CH2:30][CH2:31][CH2:32][CH2:33][CH3:34])=[CH:42][CH:41]=4)[N:7]=3)=[CH:10][C:11]=2[O:18]1. The yield is 0.230. (4) The reactants are [CH3:1][C:2]1([CH3:18])[O:6][C:5]([CH3:8])([CH3:7])[C@@H:4]([C:9]2[CH:14]=[CH:13][C:12]([N+:15]([O-])=O)=[CH:11][CH:10]=2)[O:3]1. The catalyst is CCOC(C)=O.CC(O)C.[Pd]. The product is [CH3:1][C:2]1([CH3:18])[O:3][C@H:4]([C:9]2[CH:14]=[CH:13][C:12]([NH2:15])=[CH:11][CH:10]=2)[C:5]([CH3:8])([CH3:7])[O:6]1. The yield is 1.00. (5) The reactants are [Cl:1][C:2]1[CH:3]=[C:4]([CH:9]=[CH:10][N:11]=1)[C:5]([O:7][CH3:8])=[O:6].[F:12][C:13]([F:24])([F:23])[C:14]1[N:19]=[CH:18][C:17](B(O)O)=[CH:16][CH:15]=1.C(=O)([O-])[O-].[K+].[K+].Cl. The catalyst is CO.CC(OC)(C)C.Cl[Pd]Cl. The product is [ClH:1].[F:12][C:13]([F:24])([F:23])[C:14]1[N:19]=[CH:18][C:17]([C:2]2[CH:3]=[C:4]([C:5]([O:7][CH3:8])=[O:6])[CH:9]=[CH:10][N:11]=2)=[CH:16][CH:15]=1. The yield is 0.570. (6) The reactants are [Cl-].[Cl-].[Cl-].[Al+3].Cl[C:6](=[O:11])[C:7]([O:9][CH3:10])=[O:8].[Cl:12][C:13]1[CH:18]=[CH:17][CH:16]=[CH:15][C:14]=1[S:19][CH3:20]. The catalyst is C(Cl)(Cl)Cl. The product is [CH3:10][O:9][C:7](=[O:8])[C:6]([C:17]1[CH:16]=[CH:15][C:14]([S:19][CH3:20])=[C:13]([Cl:12])[CH:18]=1)=[O:11]. The yield is 0.600. (7) The reactants are [Cl:1][C:2]1[C:3]([F:16])=[CH:4][C:5]([N+:13]([O-])=O)=[C:6]([N:8]([CH:10]2[CH2:12][CH2:11]2)[CH3:9])[CH:7]=1.C(OCC)(=O)C. The catalyst is CO.[Pd]. The product is [Cl:1][C:2]1[CH:7]=[C:6]([N:8]([CH:10]2[CH2:11][CH2:12]2)[CH3:9])[C:5]([NH2:13])=[CH:4][C:3]=1[F:16]. The yield is 0.680. (8) The catalyst is C(O)C.[Pd]. The reactants are C(OC(=O)[NH:10][CH2:11][CH2:12][CH2:13][CH2:14][C:15]1[CH:20]=[CH:19][C:18]([O:21][CH2:22][C:23](=[O:31])[N:24]([CH2:28][CH2:29][OH:30])[CH2:25][CH2:26][OH:27])=[CH:17][CH:16]=1)C1C=CC=CC=1.[H][H]. The product is [NH2:10][CH2:11][CH2:12][CH2:13][CH2:14][C:15]1[CH:20]=[CH:19][C:18]([O:21][CH2:22][C:23]([N:24]([CH2:28][CH2:29][OH:30])[CH2:25][CH2:26][OH:27])=[O:31])=[CH:17][CH:16]=1. The yield is 0.720.